From a dataset of Reaction yield outcomes from USPTO patents with 853,638 reactions. Predict the reaction yield, written as a fraction of the theoretical maximum amount of product (1.0 means a 100% yield; for example, 0.34 means a 34% yield). (1) The reactants are [C:1]([O:5][C@@H:6]([C:12]1[C:13]([CH3:27])=[N:14][C:15]2[N:16]([N:19]=[C:20]([C:22]([O:24]CC)=[O:23])[CH:21]=2)[C:17]=1[I:18])[C:7]([O:9][CH2:10][CH3:11])=[O:8])([CH3:4])([CH3:3])[CH3:2].[OH-].[Na+]. The catalyst is C(O)C. The product is [C:1]([O:5][C@@H:6]([C:12]1[C:13]([CH3:27])=[N:14][C:15]2[N:16]([N:19]=[C:20]([C:22]([OH:24])=[O:23])[CH:21]=2)[C:17]=1[I:18])[C:7]([O:9][CH2:10][CH3:11])=[O:8])([CH3:4])([CH3:2])[CH3:3]. The yield is 0.721. (2) The reactants are Cl[C:2]1[C:3]([C:12]([F:15])([F:14])[F:13])=[CH:4][C:5]([N+:9]([O-:11])=[O:10])=[C:6]([NH2:8])[CH:7]=1.C(=O)([O-])[O-].[K+].[K+].[CH2:22]([SH:25])[CH2:23][CH3:24]. The catalyst is CN(C=O)C. The product is [N+:9]([C:5]1[CH:4]=[C:3]([C:12]([F:15])([F:14])[F:13])[C:2]([S:25][CH2:22][CH2:23][CH3:24])=[CH:7][C:6]=1[NH2:8])([O-:11])=[O:10]. The yield is 0.950. (3) The reactants are [O:1]=[C:2]1[C:10]2[C:5](=[CH:6][CH:7]=[CH:8][CH:9]=2)[C:4](=[O:11])[N:3]1[CH2:12][C:13]([NH:15][C@:16]([C:31]1[CH:36]=[CH:35][C:34]([O:37][CH2:38][CH2:39][CH2:40][C:41]([F:44])([F:43])[F:42])=[CH:33][CH:32]=1)([CH2:21][C:22](=O)[C:23]1[CH:28]=[CH:27][C:26]([CH3:29])=[CH:25][CH:24]=1)[C:17]([F:20])([F:19])[F:18])=[O:14].[OH-].[Na+].Cl. The catalyst is CO. The product is [O:14]=[C:13]1[C:12]([N:3]2[C:4](=[O:11])[C:5]3[C:10](=[CH:9][CH:8]=[CH:7][CH:6]=3)[C:2]2=[O:1])=[C:22]([C:23]2[CH:24]=[CH:25][C:26]([CH3:29])=[CH:27][CH:28]=2)[CH2:21][C@:16]([C:31]2[CH:32]=[CH:33][C:34]([O:37][CH2:38][CH2:39][CH2:40][C:41]([F:43])([F:42])[F:44])=[CH:35][CH:36]=2)([C:17]([F:18])([F:19])[F:20])[NH:15]1. The yield is 0.570. (4) The reactants are FC(F)(F)C(O)=O.[Cl:8][C:9]1[C:10]([F:39])=[C:11]([CH:15]2[C:19]([C:22]3[CH:27]=[CH:26][C:25]([Cl:28])=[CH:24][C:23]=3[F:29])([C:20]#[N:21])[CH:18]([CH2:30][C:31]3([CH3:35])[CH2:34][O:33][CH2:32]3)[NH:17][CH:16]2[C:36](O)=[O:37])[CH:12]=[CH:13][CH:14]=1.CC1(C)[O:45][C@@H:44]([CH2:46][CH2:47][NH2:48])[CH2:43][O:42]1.CN(C(ON1N=NC2C=CC=NC1=2)=[N+](C)C)C.F[P-](F)(F)(F)(F)F.CCN(C(C)C)C(C)C.Cl. The catalyst is C(Cl)Cl.O1CCCC1. The product is [OH:45][C@H:44]([CH2:43][OH:42])[CH2:46][CH2:47][NH:48][C:36]([CH:16]1[CH:15]([C:11]2[CH:12]=[CH:13][CH:14]=[C:9]([Cl:8])[C:10]=2[F:39])[C:19]([C:22]2[CH:27]=[CH:26][C:25]([Cl:28])=[CH:24][C:23]=2[F:29])([C:20]#[N:21])[CH:18]([CH2:30][C:31]2([CH3:35])[CH2:32][O:33][CH2:34]2)[NH:17]1)=[O:37]. The yield is 0.480. (5) The reactants are [Cl:1][C:2]1[CH:7]=[CH:6][C:5]([S:8]([NH:11][C@@H:12]2[CH2:17][CH2:16][CH2:15][CH2:14][C@H:13]2[CH2:18][OH:19])(=[O:10])=[O:9])=[CH:4][CH:3]=1.C(=O)([O-])[O-].[Cs+].[Cs+].Br[CH2:27][C:28]1[C:35]([F:36])=[CH:34][C:31]([C:32]#[N:33])=[C:30]([F:37])[CH:29]=1.O1C=NC(C2C=CC(CN([C@@H]3CCCC[C@H]3CO)S(C3C=CC(Cl)=CC=3)(=O)=O)=CC=2)=N1. No catalyst specified. The product is [Cl:1][C:2]1[CH:7]=[CH:6][C:5]([S:8]([N:11]([CH2:27][C:28]2[CH:29]=[C:30]([F:37])[C:31]([C:32]#[N:33])=[CH:34][C:35]=2[F:36])[C@@H:12]2[CH2:17][CH2:16][CH2:15][CH2:14][C@H:13]2[CH2:18][OH:19])(=[O:9])=[O:10])=[CH:4][CH:3]=1. The yield is 0.430. (6) The reactants are [OH:1][CH2:2][C:3](=[CH2:17])[CH2:4][O:5][C:6]1[CH:13]=[CH:12][CH:11]=[C:10]([N+:14]([O-:16])=[O:15])[C:7]=1[C:8]#[N:9].N1C=CC=CC=1.[CH3:24][C:25](OC(C)=O)=[O:26]. The catalyst is CN(C)C1C=CN=CC=1.C(Cl)Cl.CCOC(C)=O. The product is [C:25]([O:1][CH2:2][C:3]([CH2:4][O:5][C:6]1[CH:13]=[CH:12][CH:11]=[C:10]([N+:14]([O-:16])=[O:15])[C:7]=1[C:8]#[N:9])=[CH2:17])(=[O:26])[CH3:24]. The yield is 0.840. (7) The reactants are [C:1]([CH2:9][C:10]([O:12][CH2:13][CH3:14])=[O:11])(=O)[C:2]1[CH:7]=[CH:6][CH:5]=[CH:4][CH:3]=1.C([O-])=O.[NH4+:18]. The catalyst is CO. The product is [NH2:18][C:1]([C:2]1[CH:7]=[CH:6][CH:5]=[CH:4][CH:3]=1)=[CH:9][C:10]([O:12][CH2:13][CH3:14])=[O:11]. The yield is 0.951.